Dataset: NCI-60 drug combinations with 297,098 pairs across 59 cell lines. Task: Regression. Given two drug SMILES strings and cell line genomic features, predict the synergy score measuring deviation from expected non-interaction effect. (1) Synergy scores: CSS=2.84, Synergy_ZIP=-0.762, Synergy_Bliss=-3.45, Synergy_Loewe=-5.00, Synergy_HSA=-4.04. Cell line: NCI/ADR-RES. Drug 2: CS(=O)(=O)OCCCCOS(=O)(=O)C. Drug 1: COC1=CC(=CC(=C1O)OC)C2C3C(COC3=O)C(C4=CC5=C(C=C24)OCO5)OC6C(C(C7C(O6)COC(O7)C8=CC=CS8)O)O. (2) Drug 1: C1CCC(C1)C(CC#N)N2C=C(C=N2)C3=C4C=CNC4=NC=N3. Drug 2: CN(C)N=NC1=C(NC=N1)C(=O)N. Cell line: SN12C. Synergy scores: CSS=10.6, Synergy_ZIP=-2.07, Synergy_Bliss=3.65, Synergy_Loewe=2.15, Synergy_HSA=4.11. (3) Cell line: NCI-H226. Drug 2: CC1C(C(CC(O1)OC2CC(OC(C2O)C)OC3=CC4=CC5=C(C(=O)C(C(C5)C(C(=O)C(C(C)O)O)OC)OC6CC(C(C(O6)C)O)OC7CC(C(C(O7)C)O)OC8CC(C(C(O8)C)O)(C)O)C(=C4C(=C3C)O)O)O)O. Drug 1: CNC(=O)C1=CC=CC=C1SC2=CC3=C(C=C2)C(=NN3)C=CC4=CC=CC=N4. Synergy scores: CSS=-0.0705, Synergy_ZIP=-0.167, Synergy_Bliss=-3.10, Synergy_Loewe=-4.70, Synergy_HSA=-4.75. (4) Drug 1: CN1CCC(CC1)COC2=C(C=C3C(=C2)N=CN=C3NC4=C(C=C(C=C4)Br)F)OC. Drug 2: C1C(C(OC1N2C=C(C(=O)NC2=O)F)CO)O. Cell line: A498. Synergy scores: CSS=30.6, Synergy_ZIP=-1.48, Synergy_Bliss=-0.682, Synergy_Loewe=3.43, Synergy_HSA=5.27. (5) Drug 1: CN1C(=O)N2C=NC(=C2N=N1)C(=O)N. Drug 2: COC1=C2C(=CC3=C1OC=C3)C=CC(=O)O2. Cell line: CAKI-1. Synergy scores: CSS=-1.87, Synergy_ZIP=-0.988, Synergy_Bliss=-4.15, Synergy_Loewe=-3.43, Synergy_HSA=-3.85. (6) Drug 1: C1=CN(C(=O)N=C1N)C2C(C(C(O2)CO)O)O.Cl. Drug 2: C1=NC2=C(N=C(N=C2N1C3C(C(C(O3)CO)O)F)Cl)N. Cell line: SR. Synergy scores: CSS=0.0910, Synergy_ZIP=-1.43, Synergy_Bliss=-3.39, Synergy_Loewe=-3.74, Synergy_HSA=-4.23. (7) Drug 1: CC(C1=C(C=CC(=C1Cl)F)Cl)OC2=C(N=CC(=C2)C3=CN(N=C3)C4CCNCC4)N. Drug 2: CC1C(C(CC(O1)OC2CC(CC3=C2C(=C4C(=C3O)C(=O)C5=C(C4=O)C(=CC=C5)OC)O)(C(=O)CO)O)N)O.Cl. Cell line: TK-10. Synergy scores: CSS=28.5, Synergy_ZIP=-3.02, Synergy_Bliss=-6.91, Synergy_Loewe=-21.4, Synergy_HSA=-6.60. (8) Drug 1: C1=NC2=C(N=C(N=C2N1C3C(C(C(O3)CO)O)O)F)N. Drug 2: CN1C2=C(C=C(C=C2)N(CCCl)CCCl)N=C1CCCC(=O)O.Cl. Cell line: A549. Synergy scores: CSS=-1.21, Synergy_ZIP=2.01, Synergy_Bliss=2.37, Synergy_Loewe=1.25, Synergy_HSA=-0.137. (9) Drug 1: CC(CN1CC(=O)NC(=O)C1)N2CC(=O)NC(=O)C2. Drug 2: COC1=CC(=CC(=C1O)OC)C2C3C(COC3=O)C(C4=CC5=C(C=C24)OCO5)OC6C(C(C7C(O6)COC(O7)C8=CC=CS8)O)O. Cell line: COLO 205. Synergy scores: CSS=76.8, Synergy_ZIP=5.42, Synergy_Bliss=4.97, Synergy_Loewe=7.91, Synergy_HSA=10.1. (10) Drug 1: CCC1=CC2CC(C3=C(CN(C2)C1)C4=CC=CC=C4N3)(C5=C(C=C6C(=C5)C78CCN9C7C(C=CC9)(C(C(C8N6C)(C(=O)OC)O)OC(=O)C)CC)OC)C(=O)OC.C(C(C(=O)O)O)(C(=O)O)O. Drug 2: C1CC(=O)NC(=O)C1N2C(=O)C3=CC=CC=C3C2=O. Cell line: RXF 393. Synergy scores: CSS=13.1, Synergy_ZIP=-0.823, Synergy_Bliss=-1.35, Synergy_Loewe=-29.3, Synergy_HSA=-2.25.